Predict the reactants needed to synthesize the given product. From a dataset of Full USPTO retrosynthesis dataset with 1.9M reactions from patents (1976-2016). (1) Given the product [CH3:5][O:6][C:7](=[O:32])[CH2:8][CH2:9][CH2:10][C:11]#[C:12][CH2:13][N:14]1[C:15](=[O:31])[CH2:16][CH2:17][CH2:18][C@@H:19]1/[CH:20]=[CH:21]/[CH:22]([OH:30])[CH2:23][C:24]1[CH:29]=[CH:28][CH:27]=[CH:26][CH:25]=1, predict the reactants needed to synthesize it. The reactants are: [BH4-].[Na+].CO.[CH3:5][O:6][C:7](=[O:32])[CH2:8][CH2:9][CH2:10][C:11]#[C:12][CH2:13][N:14]1[C@@H:19](/[CH:20]=[CH:21]/[C:22](=[O:30])[CH2:23][C:24]2[CH:29]=[CH:28][CH:27]=[CH:26][CH:25]=2)[CH2:18][CH2:17][CH2:16][C:15]1=[O:31]. (2) Given the product [CH2:2]([O:4][C:5](=[O:13])[CH:6]([CH:14]=[O:16])[CH2:7][C:8]([O:10][CH2:11][CH3:12])=[O:9])[CH3:3], predict the reactants needed to synthesize it. The reactants are: [Na].[CH2:2]([O:4][C:5](=[O:13])[CH2:6][CH2:7][C:8]([O:10][CH2:11][CH3:12])=[O:9])[CH3:3].[CH2:14]([O:16]C=O)C.O. (3) Given the product [N+:15]([C:10]1[CH:11]=[CH:12][CH:13]=[CH:14][C:9]=1[S:6]([N:5]1[CH2:4][CH2:3][CH2:2][N:22]2[N:21]=[C:23]([C:24]([O:26][CH2:27][CH3:28])=[O:25])[CH:20]=[C:19]2[CH2:18]1)(=[O:8])=[O:7])([O-:17])=[O:16], predict the reactants needed to synthesize it. The reactants are: Cl[CH2:2][CH2:3][CH2:4][N:5]([CH2:18][C:19]#[CH:20])[S:6]([C:9]1[CH:14]=[CH:13][CH:12]=[CH:11][C:10]=1[N+:15]([O-:17])=[O:16])(=[O:8])=[O:7].[N+:21](=[CH:23][C:24]([O:26][CH2:27][CH3:28])=[O:25])=[N-:22].C(N(CC)C(C)C)(C)C.C(=O)([O-])[O-].[Cs+].[Cs+]. (4) Given the product [C:16]1([CH3:26])[CH:17]=[CH:18][C:19]([S:22]([OH:25])(=[O:23])=[O:24])=[CH:20][CH:21]=1.[CH3:3][C:2]([NH2:14])([C:4]1[CH:5]=[N:6][C:7]([C:10]([F:12])([F:13])[F:11])=[CH:8][CH:9]=1)[CH3:1], predict the reactants needed to synthesize it. The reactants are: [CH3:1][C:2]([NH2:14])([C:4]1[CH:5]=[N:6][C:7]([C:10]([F:13])([F:12])[F:11])=[CH:8][CH:9]=1)[CH3:3].O.[C:16]1([CH3:26])[CH:21]=[CH:20][C:19]([S:22]([OH:25])(=[O:24])=[O:23])=[CH:18][CH:17]=1. (5) Given the product [C:1]([O:5][C:6](=[O:50])[NH:7][C@H:8]([C:44]1[CH:49]=[CH:48][CH:47]=[CH:46][CH:45]=1)[C:9]([N:11]1[CH2:16][CH2:15][O:73][CH2:13][CH:12]1[C:17](=[O:43])[NH:18][C:19]1[CH:20]=[CH:21][C:22]([C:25]#[C:26][C:27]2[C:28]([C:35]3[CH:40]=[C:39]([Cl:41])[CH:38]=[CH:37][C:36]=3[OH:42])=[N:29][N:30]([CH2:32][CH2:33][OH:34])[CH:31]=2)=[CH:23][CH:24]=1)=[O:10])([CH3:3])([CH3:2])[CH3:4], predict the reactants needed to synthesize it. The reactants are: [C:1]([O:5][C:6](=[O:50])[NH:7][C@H:8]([C:44]1[CH:49]=[CH:48][CH:47]=[CH:46][CH:45]=1)[C:9]([N:11]1[CH2:16][CH2:15]C[CH2:13][C@H:12]1[C:17](=[O:43])[NH:18][C:19]1[CH:24]=[CH:23][C:22]([C:25]#[C:26][C:27]2[C:28]([C:35]3[CH:40]=[C:39]([Cl:41])[CH:38]=[CH:37][C:36]=3[OH:42])=[N:29][N:30]([CH2:32][CH2:33][OH:34])[CH:31]=2)=[CH:21][CH:20]=1)=[O:10])([CH3:4])([CH3:3])[CH3:2].ClC1C=CC(O)=C(C2C(C#CC3C=CC(NC(C4COCCN4)=[O:73])=CC=3)=CN(CCO)N=2)C=1.N(C(OC(C)(C)C)=O)[C@@H](C(O)=O)C1C=CC=CC=1. (6) Given the product [OH:1][C:2]1[CH:7]=[CH:6][C:5]([N:8]2[C:12]([C:13]3[CH:18]=[CH:17][CH:16]=[CH:15][CH:14]=3)=[CH:11][CH:10]=[C:9]2[CH2:19][CH2:20][C:21]([OH:23])=[O:22])=[CH:4][C:3]=1[CH2:24][OH:25], predict the reactants needed to synthesize it. The reactants are: [OH:1][C:2]1[CH:7]=[CH:6][C:5]([N:8]2[C:12]([C:13]3[CH:18]=[CH:17][CH:16]=[CH:15][CH:14]=3)=[CH:11][CH:10]=[C:9]2[CH2:19][CH2:20][C:21]([OH:23])=[O:22])=[CH:4][C:3]=1[C:24](OC)=[O:25].[Li+].[BH4-]. (7) Given the product [NH2:21][C:19](=[O:20])[C@H:18]([NH:17][C:6]1[N:7]=[C:8]([NH:9][C:10]2[CH:11]=[C:12]([CH3:16])[CH:13]=[CH:14][CH:15]=2)[C:3]([C:1]([NH2:2])=[O:27])=[N:4][CH:5]=1)[CH2:22][CH:23]([CH3:25])[CH3:24], predict the reactants needed to synthesize it. The reactants are: [C:1]([C:3]1[N:4]=[CH:5][C:6]([NH:17][C@H:18]([CH2:22][CH:23]([CH3:25])[CH3:24])[C:19]([NH2:21])=[O:20])=[N:7][C:8]=1[NH:9][C:10]1[CH:11]=[C:12]([CH3:16])[CH:13]=[CH:14][CH:15]=1)#[N:2].C([O-])([O-])=[O:27].[K+].[K+]. (8) Given the product [CH2:1]([C:3]1[C:11]2[S:47](=[O:50])(=[O:48])[CH2:9][CH:8]([C:12]3[CH:17]=[CH:16][C:15]([CH:18]([CH3:20])[CH3:19])=[CH:14][CH:13]=3)[C:7]=2[C:6]([CH3:21])=[C:5]([NH:22][C:23](=[O:29])[CH2:24][C:25]([CH3:27])([CH3:26])[CH3:28])[C:4]=1[CH3:30])[CH3:2], predict the reactants needed to synthesize it. The reactants are: [CH2:1]([C:3]1[C:11]2S[CH2:9][CH:8]([C:12]3[CH:17]=[CH:16][C:15]([CH:18]([CH3:20])[CH3:19])=[CH:14][CH:13]=3)[C:7]=2[C:6]([CH3:21])=[C:5]([NH:22][C:23](=[O:29])[CH2:24][C:25]([CH3:28])([CH3:27])[CH3:26])[C:4]=1[CH3:30])[CH3:2].C(=O)([O-])O.[Na+].ClC1C=CC=C(C(OO)=O)C=1.[S:47]([O-:50])(O)=[O:48].[Na+]. (9) Given the product [CH3:29][O:28][C:25]1[N:26]=[C:27]2[C:22](=[CH:23][CH:24]=1)[N:21]=[CH:20][CH:19]=[C:18]2[N:13]1[CH:12]=[C:11]2[C:15]([CH2:16][CH2:17][NH:8][CH2:9][CH2:10]2)=[N:14]1, predict the reactants needed to synthesize it. The reactants are: C(OC([N:8]1[CH2:17][CH2:16][C:15]2[C:11](=[CH:12][N:13]([C:18]3[C:27]4[C:22](=[CH:23][CH:24]=[C:25]([O:28][CH3:29])[N:26]=4)[N:21]=[CH:20][CH:19]=3)[N:14]=2)[CH2:10][CH2:9]1)=O)(C)(C)C.C(OC(N1CCC(=O)C(=CO)CC1)=O)(C)(C)C.COC1N=C2C(=CC=1)N=CC=C2NN.C1(C)C=CC(S(O)(=O)=O)=CC=1. (10) Given the product [Br:1][C:2]1[CH:10]=[C:9]2[C:5]([C:6]([CH:32]([F:33])[F:34])=[CH:7][N:8]2[S:11]([C:14]2[CH:19]=[CH:18][C:17]([O:20][CH2:21][C:22]([F:25])([F:23])[F:24])=[C:16]([N:26]3[CH2:31][CH2:30][N:29]([CH3:35])[CH2:28][CH2:27]3)[CH:15]=2)(=[O:12])=[O:13])=[CH:4][CH:3]=1, predict the reactants needed to synthesize it. The reactants are: [Br:1][C:2]1[CH:10]=[C:9]2[C:5]([C:6]([CH:32]([F:34])[F:33])=[CH:7][N:8]2[S:11]([C:14]2[CH:19]=[CH:18][C:17]([O:20][CH2:21][C:22]([F:25])([F:24])[F:23])=[C:16]([N:26]3[CH2:31][CH2:30][NH:29][CH2:28][CH2:27]3)[CH:15]=2)(=[O:13])=[O:12])=[CH:4][CH:3]=1.[C:35]([BH3-])#N.[Na+].C=O.